Dataset: Reaction yield outcomes from USPTO patents with 853,638 reactions. Task: Predict the reaction yield, written as a fraction of the theoretical maximum amount of product (1.0 means a 100% yield; for example, 0.34 means a 34% yield). (1) The reactants are [CH:1]1[C:13]2[CH:12]([CH2:14][O:15][C:16](=[O:45])[NH:17][C:18]3[CH:23]=[CH:22][C:21]([S:24][C:25]4[CH:30]=[CH:29][C:28]([C:31](=[O:41])[NH:32][C:33]5[CH:34]=[N:35][C:36]([O:39][CH3:40])=[CH:37][CH:38]=5)=[CH:27][C:26]=4[N+:42]([O-])=O)=[CH:20][CH:19]=3)[C:11]3[C:6](=[CH:7][CH:8]=[CH:9][CH:10]=3)[C:5]=2[CH:4]=[CH:3][CH:2]=1.[Cl-].[NH4+].C(O)C.O1CCCC1. The catalyst is O.C(OCC)(=O)C.[Fe]. The product is [CH:1]1[C:13]2[CH:12]([CH2:14][O:15][C:16](=[O:45])[NH:17][C:18]3[CH:19]=[CH:20][C:21]([S:24][C:25]4[CH:30]=[CH:29][C:28]([C:31](=[O:41])[NH:32][C:33]5[CH:34]=[N:35][C:36]([O:39][CH3:40])=[CH:37][CH:38]=5)=[CH:27][C:26]=4[NH2:42])=[CH:22][CH:23]=3)[C:11]3[C:6](=[CH:7][CH:8]=[CH:9][CH:10]=3)[C:5]=2[CH:4]=[CH:3][CH:2]=1. The yield is 0.920. (2) The reactants are [CH3:1][C:2]([CH3:9])([CH2:7][OH:8])[C:3]([O:5][CH3:6])=[O:4].[C:10]1([CH3:20])[CH:15]=[CH:14][C:13]([S:16](Cl)(=[O:18])=[O:17])=[CH:12][CH:11]=1.N1C=CC=CC=1. The catalyst is CN(C)C1C=CN=CC=1.C1(C)C=CC=CC=1. The product is [CH3:1][C:2]([CH3:9])([CH2:7][O:8][S:16]([C:13]1[CH:14]=[CH:15][C:10]([CH3:20])=[CH:11][CH:12]=1)(=[O:18])=[O:17])[C:3]([O:5][CH3:6])=[O:4]. The yield is 1.00. (3) The reactants are [F:1][C:2]1[CH:3]=[C:4]([CH:22]=[CH:23][CH:24]=1)[CH2:5][O:6][C:7]1[CH:12]=[CH:11][C:10]([CH2:13][CH2:14][NH:15][CH2:16][CH:17]2[CH2:19][CH2:18]2)=[CH:9][C:8]=1[O:20][CH3:21].C(N(CC)CC)C.[CH3:32][O:33][C:34](=[O:37])[CH2:35]Br. The catalyst is C(#N)C. The product is [CH3:32][O:33][C:34](=[O:37])[CH2:35][N:15]([CH2:14][CH2:13][C:10]1[CH:11]=[CH:12][C:7]([O:6][CH2:5][C:4]2[CH:22]=[CH:23][CH:24]=[C:2]([F:1])[CH:3]=2)=[C:8]([O:20][CH3:21])[CH:9]=1)[CH2:16][CH:17]1[CH2:19][CH2:18]1. The yield is 0.970. (4) The reactants are [Cl:1][C:2]1[CH:11]=[CH:10][C:5]([C:6](OC)=[O:7])=[CH:4][C:3]=1[O:12][CH2:13][C:14]1[CH:19]=[CH:18][CH:17]=[CH:16][CH:15]=1.[H-].[Al+3].[Li+].[H-].[H-].[H-]. The catalyst is O1CCCC1. The product is [Cl:1][C:2]1[CH:11]=[CH:10][C:5]([CH2:6][OH:7])=[CH:4][C:3]=1[O:12][CH2:13][C:14]1[CH:15]=[CH:16][CH:17]=[CH:18][CH:19]=1. The yield is 0.930.